Predict the reactants needed to synthesize the given product. From a dataset of Full USPTO retrosynthesis dataset with 1.9M reactions from patents (1976-2016). Given the product [Br:1][C:2]1[N:3]([C:13]2[CH:14]=[CH:15][C:16]([OH:19])=[CH:17][CH:18]=2)[C:4]2[C:9]([C:10]=1[C:11]#[N:12])=[CH:8][CH:7]=[CH:6][CH:5]=2, predict the reactants needed to synthesize it. The reactants are: [Br:1][C:2]1[N:3]([C:13]2[CH:18]=[CH:17][C:16]([O:19]C)=[CH:15][CH:14]=2)[C:4]2[C:9]([C:10]=1[C:11]#[N:12])=[CH:8][CH:7]=[CH:6][CH:5]=2.B(Br)(Br)Br.